This data is from CYP2C9 inhibition data for predicting drug metabolism from PubChem BioAssay. The task is: Regression/Classification. Given a drug SMILES string, predict its absorption, distribution, metabolism, or excretion properties. Task type varies by dataset: regression for continuous measurements (e.g., permeability, clearance, half-life) or binary classification for categorical outcomes (e.g., BBB penetration, CYP inhibition). Dataset: cyp2c9_veith. (1) The drug is Cc1cc(C(=O)NCc2ccccc2)no1. The result is 0 (non-inhibitor). (2) The molecule is Cc1noc(C)c1-c1cc(N2CCNCC2)ncn1. The result is 0 (non-inhibitor). (3) The drug is NC(=O)c1ncn([C@H]2O[C@@H](CO)[C@@H](O)[C@@H]2O)n1. The result is 0 (non-inhibitor).